This data is from Peptide-MHC class II binding affinity with 134,281 pairs from IEDB. The task is: Regression. Given a peptide amino acid sequence and an MHC pseudo amino acid sequence, predict their binding affinity value. This is MHC class II binding data. (1) The peptide sequence is QRPLVTIKIGGQLKE. The binding affinity (normalized) is 0.359. The MHC is HLA-DPA10201-DPB10501 with pseudo-sequence HLA-DPA10201-DPB10501. (2) The peptide sequence is PQVKYAVFEAALTKA. The MHC is HLA-DQA10201-DQB10202 with pseudo-sequence HLA-DQA10201-DQB10202. The binding affinity (normalized) is 0.378. (3) The peptide sequence is LRIAAKIYSEADEAW. The MHC is DRB3_0202 with pseudo-sequence DRB3_0202. The binding affinity (normalized) is 0.0431. (4) The peptide sequence is KKIGESSSSSVTEGERT. The MHC is DRB1_0404 with pseudo-sequence DRB1_0404. The binding affinity (normalized) is 0.323. (5) The peptide sequence is EKKYFAPTQFEPLAA. The MHC is HLA-DPA10201-DPB10101 with pseudo-sequence HLA-DPA10201-DPB10101. The binding affinity (normalized) is 0.963. (6) The peptide sequence is KDGRKLVVPCRPQDELI. The MHC is DRB1_0802 with pseudo-sequence DRB1_0802. The binding affinity (normalized) is 0.155. (7) The peptide sequence is VHVSFVMAYPEMLAA. The MHC is HLA-DQA10201-DQB10202 with pseudo-sequence HLA-DQA10201-DQB10202. The binding affinity (normalized) is 0.349. (8) The peptide sequence is TLGIMAIAACAMLLV. The MHC is DRB1_0101 with pseudo-sequence DRB1_0101. The binding affinity (normalized) is 0.674. (9) The peptide sequence is AFKVAATAANAAPAM. The MHC is DRB1_0802 with pseudo-sequence DRB1_0802. The binding affinity (normalized) is 0.512. (10) The peptide sequence is KPLLIIAEDVEGE. The MHC is DRB1_0401 with pseudo-sequence DRB1_0401. The binding affinity (normalized) is 0.451.